From a dataset of Reaction yield outcomes from USPTO patents with 853,638 reactions. Predict the reaction yield, written as a fraction of the theoretical maximum amount of product (1.0 means a 100% yield; for example, 0.34 means a 34% yield). (1) The reactants are [F:1][C:2]1[C:9]([O:10][CH3:11])=[CH:8][CH:7]=[CH:6][C:3]=1[C:4]#[N:5].[B:12]1([B:12]2[O:16][C:15]([CH3:18])([CH3:17])[C:14]([CH3:20])([CH3:19])[O:13]2)[O:16][C:15]([CH3:18])([CH3:17])[C:14]([CH3:20])([CH3:19])[O:13]1. No catalyst specified. The product is [F:1][C:2]1[C:9]([O:10][CH3:11])=[CH:8][C:7]([B:12]2[O:16][C:15]([CH3:18])([CH3:17])[C:14]([CH3:20])([CH3:19])[O:13]2)=[CH:6][C:3]=1[C:4]#[N:5]. The yield is 0.730. (2) The reactants are [Cl:1][C:2]1[CH:3]=[C:4]([N:22]([CH2:31][CH3:32])[C@H:23]2[CH2:28][CH2:27][C@H:26]([NH:29][CH3:30])[CH2:25][CH2:24]2)[C:5]([CH3:21])=[C:6]([CH:20]=1)[C:7]([NH:9][CH2:10][C:11]1[C:12]([O:18][CH3:19])=[N:13][N:14]([CH3:17])[C:15]=1[CH3:16])=[O:8].[CH:33](=O)[C:34]1[CH:39]=[CH:38][CH:37]=[N:36][CH:35]=1.C([BH3-])#N.[Na+]. The catalyst is ClC(Cl)C.CC(C)[O-].[Ti+4].CC(C)[O-].CC(C)[O-].CC(C)[O-]. The product is [Cl:1][C:2]1[CH:3]=[C:4]([N:22]([CH2:31][CH3:32])[C@H:23]2[CH2:24][CH2:25][C@H:26]([N:29]([CH3:30])[CH2:33][C:34]3[CH:35]=[N:36][CH:37]=[CH:38][CH:39]=3)[CH2:27][CH2:28]2)[C:5]([CH3:21])=[C:6]([CH:20]=1)[C:7]([NH:9][CH2:10][C:11]1[C:12]([O:18][CH3:19])=[N:13][N:14]([CH3:17])[C:15]=1[CH3:16])=[O:8]. The yield is 0.230. (3) The reactants are Cl[CH2:2][C:3]1[CH:12]=[CH:11][C:6]2[O:7][CH2:8][CH2:9][O:10][C:5]=2[CH:4]=1.[C-:13]#[N:14].[Na+].O. The catalyst is CS(C)=O. The product is [O:7]1[CH2:8][CH2:9][O:10][C:5]2[CH:4]=[C:3]([CH2:2][C:13]#[N:14])[CH:12]=[CH:11][C:6]1=2. The yield is 0.860. (4) The reactants are Cl[C:2]1[CH:3]=[CH:4][C:5]([O:34][CH3:35])=[C:6]([C:8]2[C:17]3[C:12](=[CH:13][C:14]([S:18]([O:21][C:22]4[C:27]([F:28])=[C:26]([F:29])[C:25]([F:30])=[C:24]([F:31])[C:23]=4[F:32])(=[O:20])=[O:19])=[CH:15][CH:16]=3)[C:11](=[O:33])[NH:10][N:9]=2)[CH:7]=1. The catalyst is [Pd]. The product is [CH3:35][O:34][C:5]1[CH:4]=[CH:3][CH:2]=[CH:7][C:6]=1[C:8]1[C:17]2[C:12](=[CH:13][C:14]([S:18]([O:21][C:22]3[C:23]([F:32])=[C:24]([F:31])[C:25]([F:30])=[C:26]([F:29])[C:27]=3[F:28])(=[O:19])=[O:20])=[CH:15][CH:16]=2)[C:11](=[O:33])[NH:10][N:9]=1. The yield is 0.524.